The task is: Regression. Given two drug SMILES strings and cell line genomic features, predict the synergy score measuring deviation from expected non-interaction effect.. This data is from NCI-60 drug combinations with 297,098 pairs across 59 cell lines. (1) Drug 1: CC1CCC2CC(C(=CC=CC=CC(CC(C(=O)C(C(C(=CC(C(=O)CC(OC(=O)C3CCCCN3C(=O)C(=O)C1(O2)O)C(C)CC4CCC(C(C4)OC)OCCO)C)C)O)OC)C)C)C)OC. Drug 2: C1CN(P(=O)(OC1)NCCCl)CCCl. Cell line: SNB-75. Synergy scores: CSS=5.72, Synergy_ZIP=-1.94, Synergy_Bliss=0.348, Synergy_Loewe=-7.74, Synergy_HSA=1.52. (2) Drug 1: CN1CCC(CC1)COC2=C(C=C3C(=C2)N=CN=C3NC4=C(C=C(C=C4)Br)F)OC. Drug 2: CCC1(CC2CC(C3=C(CCN(C2)C1)C4=CC=CC=C4N3)(C5=C(C=C6C(=C5)C78CCN9C7C(C=CC9)(C(C(C8N6C=O)(C(=O)OC)O)OC(=O)C)CC)OC)C(=O)OC)O.OS(=O)(=O)O. Cell line: TK-10. Synergy scores: CSS=9.19, Synergy_ZIP=-8.08, Synergy_Bliss=-1.60, Synergy_Loewe=-4.10, Synergy_HSA=-3.57. (3) Drug 1: CC(C1=C(C=CC(=C1Cl)F)Cl)OC2=C(N=CC(=C2)C3=CN(N=C3)C4CCNCC4)N. Drug 2: CC1=C(C=C(C=C1)NC2=NC=CC(=N2)N(C)C3=CC4=NN(C(=C4C=C3)C)C)S(=O)(=O)N.Cl. Cell line: M14. Synergy scores: CSS=-0.994, Synergy_ZIP=5.25, Synergy_Bliss=7.53, Synergy_Loewe=4.35, Synergy_HSA=3.28. (4) Drug 1: C1=CC=C(C=C1)NC(=O)CCCCCCC(=O)NO. Drug 2: CN(CCCl)CCCl.Cl. Cell line: RPMI-8226. Synergy scores: CSS=50.3, Synergy_ZIP=1.03, Synergy_Bliss=0.182, Synergy_Loewe=-1.89, Synergy_HSA=3.36. (5) Drug 1: C1=CC=C(C(=C1)C(C2=CC=C(C=C2)Cl)C(Cl)Cl)Cl. Drug 2: C1CNP(=O)(OC1)N(CCCl)CCCl. Cell line: SNB-75. Synergy scores: CSS=5.41, Synergy_ZIP=-2.41, Synergy_Bliss=-2.77, Synergy_Loewe=1.27, Synergy_HSA=-0.0113. (6) Drug 1: C1=NC2=C(N=C(N=C2N1C3C(C(C(O3)CO)O)F)Cl)N. Drug 2: C(CC(=O)O)C(=O)CN.Cl. Cell line: RPMI-8226. Synergy scores: CSS=24.7, Synergy_ZIP=-4.19, Synergy_Bliss=1.00, Synergy_Loewe=6.95, Synergy_HSA=1.82. (7) Drug 1: CC1C(C(=O)NC(C(=O)N2CCCC2C(=O)N(CC(=O)N(C(C(=O)O1)C(C)C)C)C)C(C)C)NC(=O)C3=C4C(=C(C=C3)C)OC5=C(C(=O)C(=C(C5=N4)C(=O)NC6C(OC(=O)C(N(C(=O)CN(C(=O)C7CCCN7C(=O)C(NC6=O)C(C)C)C)C)C(C)C)C)N)C. Drug 2: CC1=C(C(=CC=C1)Cl)NC(=O)C2=CN=C(S2)NC3=CC(=NC(=N3)C)N4CCN(CC4)CCO. Cell line: NCI-H322M. Synergy scores: CSS=3.22, Synergy_ZIP=-1.02, Synergy_Bliss=1.68, Synergy_Loewe=-4.99, Synergy_HSA=-0.929. (8) Drug 1: C1CC(C1)(C(=O)O)C(=O)O.[NH2-].[NH2-].[Pt+2]. Drug 2: CN1C2=C(C=C(C=C2)N(CCCl)CCCl)N=C1CCCC(=O)O.Cl. Cell line: SNB-75. Synergy scores: CSS=0.899, Synergy_ZIP=-1.21, Synergy_Bliss=-2.16, Synergy_Loewe=0.0131, Synergy_HSA=-1.36. (9) Drug 1: C1CCC(C1)C(CC#N)N2C=C(C=N2)C3=C4C=CNC4=NC=N3. Drug 2: C1CC(C1)(C(=O)O)C(=O)O.[NH2-].[NH2-].[Pt+2]. Cell line: U251. Synergy scores: CSS=44.4, Synergy_ZIP=-0.307, Synergy_Bliss=-1.63, Synergy_Loewe=0.349, Synergy_HSA=-1.04.